This data is from Peptide-MHC class I binding affinity with 185,985 pairs from IEDB/IMGT. The task is: Regression. Given a peptide amino acid sequence and an MHC pseudo amino acid sequence, predict their binding affinity value. This is MHC class I binding data. (1) The peptide sequence is FTPSPVVV. The MHC is Mamu-A01 with pseudo-sequence Mamu-A01. The binding affinity (normalized) is 1.00. (2) The peptide sequence is EKDSNHNVL. The MHC is HLA-A02:12 with pseudo-sequence HLA-A02:12. The binding affinity (normalized) is 0.0847. (3) The peptide sequence is TAEAGGRAY. The MHC is HLA-A01:01 with pseudo-sequence HLA-A01:01. The binding affinity (normalized) is 0.162. (4) The peptide sequence is AYISSEAITPV. The MHC is Patr-A0901 with pseudo-sequence Patr-A0901. The binding affinity (normalized) is 0.950. (5) The peptide sequence is ILFDRLPIA. The MHC is HLA-B18:01 with pseudo-sequence HLA-B18:01. The binding affinity (normalized) is 0.0847.